Dataset: Reaction yield outcomes from USPTO patents with 853,638 reactions. Task: Predict the reaction yield, written as a fraction of the theoretical maximum amount of product (1.0 means a 100% yield; for example, 0.34 means a 34% yield). (1) The reactants are [N:1]1[CH:6]=[CH:5][CH:4]=[CH:3][C:2]=1[CH2:7][N:8]1[C:16]2[C:11](=[CH:12][C:13]([NH:17][C:18]3[C:27]4[C:22](=[CH:23][CH:24]=[CH:25][C:26]=4[O:28][C@H:29]([CH3:34])[C:30]([O:32]C)=O)[N:21]=[CH:20][N:19]=3)=[CH:14][CH:15]=2)[CH:10]=[N:9]1.[CH2:35]([NH2:37])[CH3:36]. No catalyst specified. The product is [CH2:35]([NH:37][C:30](=[O:32])[C@H:29]([O:28][C:26]1[CH:25]=[CH:24][CH:23]=[C:22]2[C:27]=1[C:18]([NH:17][C:13]1[CH:12]=[C:11]3[C:16](=[CH:15][CH:14]=1)[N:8]([CH2:7][C:2]1[CH:3]=[CH:4][CH:5]=[CH:6][N:1]=1)[N:9]=[CH:10]3)=[N:19][CH:20]=[N:21]2)[CH3:34])[CH3:36]. The yield is 0.620. (2) The reactants are [C:1]1([CH:7]([C:30]2[CH:35]=[CH:34][CH:33]=[CH:32][CH:31]=2)[N:8]2[C:16]3[C:11](=[CH:12][CH:13]=[CH:14][CH:15]=3)[C:10]([OH:28])([C:17]3[C:26]([OH:27])=[CH:25][C:20]4[O:21][CH2:22][CH2:23][O:24][C:19]=4[CH:18]=3)[C:9]2=[O:29])[CH:6]=[CH:5][CH:4]=[CH:3][CH:2]=1.C(=O)([O-])[O-].[K+].[K+].[CH2:42](Cl)[C:43]1[CH:48]=[CH:47][CH:46]=[CH:45][CH:44]=1. The catalyst is CN(C)C=O. The product is [CH2:42]([O:27][C:26]1[C:17]([C:10]2([OH:28])[C:11]3[C:16](=[CH:15][CH:14]=[CH:13][CH:12]=3)[N:8]([CH:7]([C:1]3[CH:2]=[CH:3][CH:4]=[CH:5][CH:6]=3)[C:30]3[CH:31]=[CH:32][CH:33]=[CH:34][CH:35]=3)[C:9]2=[O:29])=[CH:18][C:19]2[O:24][CH2:23][CH2:22][O:21][C:20]=2[CH:25]=1)[C:43]1[CH:48]=[CH:47][CH:46]=[CH:45][CH:44]=1. The yield is 0.870.